This data is from Full USPTO retrosynthesis dataset with 1.9M reactions from patents (1976-2016). The task is: Predict the reactants needed to synthesize the given product. (1) Given the product [CH2:9]([O:16][C:17]1[CH:22]=[C:21]([O:23][CH2:24][C:25]2[CH:30]=[CH:29][CH:28]=[CH:27][CH:26]=2)[C:20]([C:46]2[CH:51]=[CH:50][CH:49]=[CH:48][CH:47]=2)=[CH:19][C:18]=1[C:32]1[O:36][N:35]=[C:34]([CH3:37])[C:33]=1[C:38]1[CH:43]=[CH:42][C:41]([O:44][CH3:45])=[CH:40][CH:39]=1)[C:10]1[CH:15]=[CH:14][CH:13]=[CH:12][CH:11]=1, predict the reactants needed to synthesize it. The reactants are: P([O-])([O-])([O-])=O.[K+].[K+].[K+].[CH2:9]([O:16][C:17]1[CH:22]=[C:21]([O:23][CH2:24][C:25]2[CH:30]=[CH:29][CH:28]=[CH:27][CH:26]=2)[C:20](Br)=[CH:19][C:18]=1[C:32]1[O:36][N:35]=[C:34]([CH3:37])[C:33]=1[C:38]1[CH:43]=[CH:42][C:41]([O:44][CH3:45])=[CH:40][CH:39]=1)[C:10]1[CH:15]=[CH:14][CH:13]=[CH:12][CH:11]=1.[C:46]1(B(O)O)[CH:51]=[CH:50][CH:49]=[CH:48][CH:47]=1.C(OCC)(=O)C. (2) Given the product [C:1]([O:5][C:6](=[O:29])[NH:7][C@@H:8]([CH2:24][CH2:25][CH2:26][CH2:27][NH:28][C:45](=[O:46])[CH2:44][C:40]1[S:39][CH:43]=[CH:42][CH:41]=1)[C:9]([N:11]([CH2:12][C:13]1[S:14][CH:15]=[CH:16][CH:17]=1)[CH2:18][C:19]1[S:20][CH:21]=[CH:22][CH:23]=1)=[O:10])([CH3:4])([CH3:2])[CH3:3], predict the reactants needed to synthesize it. The reactants are: [C:1]([O:5][C:6](=[O:29])[NH:7][C@@H:8]([CH2:24][CH2:25][CH2:26][CH2:27][NH2:28])[C:9]([N:11]([CH2:18][C:19]1[S:20][CH:21]=[CH:22][CH:23]=1)[CH2:12][C:13]1[S:14][CH:15]=[CH:16][CH:17]=1)=[O:10])([CH3:4])([CH3:3])[CH3:2].C(N(CC)C(C)C)(C)C.[S:39]1[CH:43]=[CH:42][CH:41]=[C:40]1[CH2:44][C:45](Cl)=[O:46]. (3) Given the product [CH2:15]([O:14][C:11]1[CH:12]=[CH:13][C:8]([CH2:7][CH:6]([NH:22][C:23](=[O:36])[CH2:24][CH2:25][CH2:26][CH2:27][CH2:28][CH2:29][C:30]2[CH:31]=[CH:32][CH:33]=[CH:34][CH:35]=2)[CH2:5][CH2:4][C:3]([OH:37])=[O:2])=[CH:9][CH:10]=1)[C:16]1[CH:17]=[CH:18][CH:19]=[CH:20][CH:21]=1, predict the reactants needed to synthesize it. The reactants are: C[O:2][C:3](=[O:37])[CH2:4][CH2:5][CH:6]([NH:22][C:23](=[O:36])[CH2:24][CH2:25][CH2:26][CH2:27][CH2:28][CH2:29][C:30]1[CH:35]=[CH:34][CH:33]=[CH:32][CH:31]=1)[CH2:7][C:8]1[CH:13]=[CH:12][C:11]([O:14][CH2:15][C:16]2[CH:21]=[CH:20][CH:19]=[CH:18][CH:17]=2)=[CH:10][CH:9]=1.[OH-].[Na+]. (4) Given the product [CH3:7][C@H:8]1[CH2:13][CH2:12][C@H:1]([C:2]([Cl:4])=[O:3])[CH2:10][CH2:9]1, predict the reactants needed to synthesize it. The reactants are: [C:1](Cl)(=O)[C:2]([Cl:4])=[O:3].[CH3:7][C@H:8]1[CH2:13][CH2:12][C@H](C(O)=O)[CH2:10][CH2:9]1.